Predict the product of the given reaction. From a dataset of Forward reaction prediction with 1.9M reactions from USPTO patents (1976-2016). (1) The product is: [C:1]([O:4][CH2:5][C@H:6]1[N:11]([CH2:12][C:13]2[CH:18]=[CH:17][CH:16]=[CH:15][CH:14]=2)[C@H:10]([CH2:19][O:20][CH2:21][C:22]2[CH:27]=[CH:26][CH:25]=[CH:24][CH:23]=2)[C@@H:9]([O:28][CH2:29][C:30]2[CH:35]=[CH:34][CH:33]=[CH:32][CH:31]=2)[C@H:8]([O:36][CH2:37][C:38]2[CH:43]=[CH:42][CH:41]=[CH:40][CH:39]=2)[C@H:7]1[NH:44][C:68](=[O:69])[CH3:67])(=[O:3])[CH3:2]. Given the reactants [C:1]([O:4][CH2:5][C@H:6]1[N:11]([CH2:12][C:13]2[CH:18]=[CH:17][CH:16]=[CH:15][CH:14]=2)[C@H:10]([CH2:19][O:20][CH2:21][C:22]2[CH:27]=[CH:26][CH:25]=[CH:24][CH:23]=2)[C@@H:9]([O:28][CH2:29][C:30]2[CH:35]=[CH:34][CH:33]=[CH:32][CH:31]=2)[C@H:8]([O:36][CH2:37][C:38]2[CH:43]=[CH:42][CH:41]=[CH:40][CH:39]=2)[C@H:7]1[N:44]=[N+]=[N-])(=[O:3])[CH3:2].C1C=CC(P(C2C=CC=CC=2)C2C=CC=CC=2)=CC=1.C1C[O:69][CH2:68][CH2:67]1.O, predict the reaction product. (2) Given the reactants Br[C:2]1[CH:3]=[C:4]([S:8][CH2:9][CH:10]2[CH2:14][CH2:13][CH2:12][CH2:11]2)[CH:5]=[CH:6][CH:7]=1.[F:15][C:16]([F:24])([F:23])[C:17]([NH:19][CH2:20][C:21]#[CH:22])=[O:18], predict the reaction product. The product is: [CH:10]1([CH2:9][S:8][C:4]2[CH:3]=[C:2]([C:22]#[C:21][CH2:20][NH:19][C:17](=[O:18])[C:16]([F:24])([F:23])[F:15])[CH:7]=[CH:6][CH:5]=2)[CH2:14][CH2:13][CH2:12][CH2:11]1.